Dataset: Experimentally validated miRNA-target interactions with 360,000+ pairs, plus equal number of negative samples. Task: Binary Classification. Given a miRNA mature sequence and a target amino acid sequence, predict their likelihood of interaction. The miRNA is hsa-miR-7976 with sequence UGCCCUGAGACUUUUGCUC. The protein sequence of the target gene is MAAAAAAAAAAGDSDSWDADTFSMEDPVRKVAGGGTAGGDRWEGEDEDEDVKDNWDDDDDENKEEAEVKPEVKISEKKKIAEKIKEKERQQKKRQEEIKKRLEEPEESKVLTPEEQLADKLRLKKLQEESDLELAKETFGVNNTVYGIDAMNPSSRDDFTEFGKLLKDKITQYEKSLYYASFLEALVRDVCISLEIDDLKKITNSLTVLCSEKQKQEKQSKAKKKKKGVVPGGGLKATMKDDLADYGGYEGGYVQDYEDFM. Result: 0 (no interaction).